This data is from Full USPTO retrosynthesis dataset with 1.9M reactions from patents (1976-2016). The task is: Predict the reactants needed to synthesize the given product. (1) Given the product [ClH:44].[ClH:44].[OH:1][CH2:2][CH2:3][CH2:4][CH2:5][CH2:6][N:7]1[C:11]2[CH:12]=[CH:13][CH:14]=[CH:15][C:10]=2[N:9]=[C:8]1[C:16]([N:18]([CH2:40][CH:41]([CH3:43])[CH3:42])[C@H:19]1[CH2:24][C@@H:23]([C:25]([N:27]2[CH2:28][CH2:29][O:30][CH2:31][CH2:32]2)=[O:26])[CH2:22][NH:21][CH2:20]1)=[O:17], predict the reactants needed to synthesize it. The reactants are: [OH:1][CH2:2][CH2:3][CH2:4][CH2:5][CH2:6][N:7]1[C:11]2[CH:12]=[CH:13][CH:14]=[CH:15][C:10]=2[N:9]=[C:8]1[C:16]([N:18]([CH2:40][CH:41]([CH3:43])[CH3:42])[C@H:19]1[CH2:24][C@@H:23]([C:25]([N:27]2[CH2:32][CH2:31][O:30][CH2:29][CH2:28]2)=[O:26])[CH2:22][N:21](C(OC(C)(C)C)=O)[CH2:20]1)=[O:17].[ClH:44].CO. (2) Given the product [CH3:25][O:24][C:20]1[C:19]([O:26][CH2:27][C:28]([CH3:31])([CH3:30])[CH3:29])=[C:18](/[CH:17]=[CH:16]/[C:3]2[N:4]=[C:5]3[S:11][CH:10]=[C:9]([C:12]([F:15])([F:14])[F:13])[N:6]3[C:7](=[O:8])[C:2]=2[C:37]2[CH:38]=[CH:39][C:34]([C:32]#[N:33])=[CH:35][CH:36]=2)[CH:23]=[CH:22][CH:21]=1, predict the reactants needed to synthesize it. The reactants are: I[C:2]1[C:7](=[O:8])[N:6]2[C:9]([C:12]([F:15])([F:14])[F:13])=[CH:10][S:11][C:5]2=[N:4][C:3]=1/[CH:16]=[CH:17]/[C:18]1[CH:23]=[CH:22][CH:21]=[C:20]([O:24][CH3:25])[C:19]=1[O:26][CH2:27][C:28]([CH3:31])([CH3:30])[CH3:29].[C:32]([C:34]1[CH:39]=[CH:38][C:37](B(O)O)=[CH:36][CH:35]=1)#[N:33].C(=O)([O-])[O-].[Na+].[Na+]. (3) Given the product [NH2:9][C:8]1[CH:7]=[CH:6][C:5]([N:12]2[CH2:17][CH2:16][N:15]([C:18]([O:20][C:21]([CH3:22])([CH3:23])[CH3:24])=[O:19])[CH2:14][C:13]2=[O:25])=[CH:4][C:3]=1[O:2][CH3:1], predict the reactants needed to synthesize it. The reactants are: [CH3:1][O:2][C:3]1[CH:4]=[C:5]([N:12]2[CH2:17][CH2:16][N:15]([C:18]([O:20][C:21]([CH3:24])([CH3:23])[CH3:22])=[O:19])[CH2:14][C:13]2=[O:25])[CH:6]=[CH:7][C:8]=1[N+:9]([O-])=O. (4) Given the product [CH3:1][N:2]([CH3:15])[C:3]([N:5]1[CH2:9][CH:8]2[CH2:10][C:11]([C:13]#[N:14])([CH3:18])[CH2:12][CH:7]2[CH2:6]1)=[O:4], predict the reactants needed to synthesize it. The reactants are: [CH3:1][N:2]([CH3:15])[C:3]([N:5]1[CH2:9][CH:8]2[CH2:10][CH:11]([C:13]#[N:14])[CH2:12][CH:7]2[CH2:6]1)=[O:4].IC.[CH3:18][Si](C)(C)[N-][Si](C)(C)C.[Li+]. (5) Given the product [CH2:17]([O:15][C:14]([C:3]1[C:2]([O:1][CH2:14][C:3]2[CH:4]=[CH:5][CH:10]=[CH:11][CH:2]=2)=[CH:11][C:10]2[C:5](=[CH:6][C:7]([O:12][CH3:13])=[CH:8][CH:9]=2)[CH:4]=1)=[O:16])[C:18]1[CH:23]=[CH:22][CH:21]=[CH:20][CH:19]=1, predict the reactants needed to synthesize it. The reactants are: [OH:1][C:2]1[C:3]([C:14]([OH:16])=[O:15])=[CH:4][C:5]2[C:10]([CH:11]=1)=[CH:9][CH:8]=[C:7]([O:12][CH3:13])[CH:6]=2.[CH2:17](Br)[C:18]1[CH:23]=[CH:22][CH:21]=[CH:20][CH:19]=1.C(=O)([O-])[O-].[K+].[K+].O. (6) The reactants are: [Cl:1][C:2]1[CH:27]=[C:26]([Cl:28])[CH:25]=[CH:24][C:3]=1[O:4][C:5]1[CH:10]=[CH:9][CH:8]=[CH:7][C:6]=1[NH:11][S:12]([C:15]1[CH:23]=[CH:22][C:18]([C:19]([OH:21])=O)=[CH:17][CH:16]=1)(=[O:14])=[O:13].[NH:29]1[CH2:39][CH2:38][CH:32]([C:33]([O:35][CH2:36][CH3:37])=[O:34])[CH2:31][CH2:30]1. Given the product [CH2:36]([O:35][C:33]([CH:32]1[CH2:38][CH2:39][N:29]([C:19](=[O:21])[C:18]2[CH:22]=[CH:23][C:15]([S:12](=[O:14])(=[O:13])[NH:11][C:6]3[CH:7]=[CH:8][CH:9]=[CH:10][C:5]=3[O:4][C:3]3[CH:24]=[CH:25][C:26]([Cl:28])=[CH:27][C:2]=3[Cl:1])=[CH:16][CH:17]=2)[CH2:30][CH2:31]1)=[O:34])[CH3:37], predict the reactants needed to synthesize it.